This data is from Forward reaction prediction with 1.9M reactions from USPTO patents (1976-2016). The task is: Predict the product of the given reaction. Given the reactants [O:1]=[C:2]1[C:11]2[NH:12][CH:13]=[C:14]([C:15]([OH:17])=O)[C:10]=2[C:9]2[CH:8]=[CH:7][CH:6]=[CH:5][C:4]=2[NH:3]1.[OH:18][CH2:19][CH2:20][CH2:21][NH2:22], predict the reaction product. The product is: [OH:18][CH2:19][CH2:20][CH2:21][NH:22][C:15]([C:14]1[C:10]2[C:9]3[CH:8]=[CH:7][CH:6]=[CH:5][C:4]=3[NH:3][C:2](=[O:1])[C:11]=2[NH:12][CH:13]=1)=[O:17].